From a dataset of Forward reaction prediction with 1.9M reactions from USPTO patents (1976-2016). Predict the product of the given reaction. (1) Given the reactants [F:1][C:2]([F:33])([O:7][C:8]1[CH:13]=[CH:12][C:11]([N:14]2[CH:18]=[N:17][C:16]([C:19]3[CH:24]=[CH:23][C:22]([NH:25]C(=O)OC(C)(C)C)=[CH:21][CH:20]=3)=[N:15]2)=[CH:10][CH:9]=1)[C:3]([F:6])([F:5])[F:4].O1CCOCC1.C([O-])(O)=O.[Na+], predict the reaction product. The product is: [F:33][C:2]([F:1])([O:7][C:8]1[CH:9]=[CH:10][C:11]([N:14]2[CH:18]=[N:17][C:16]([C:19]3[CH:20]=[CH:21][C:22]([NH2:25])=[CH:23][CH:24]=3)=[N:15]2)=[CH:12][CH:13]=1)[C:3]([F:6])([F:5])[F:4]. (2) Given the reactants CO[C:3]([C:5]1[N:6]=[C:7]([C:23]#[N:24])[C:8]2[C:13]([C:14]=1[OH:15])=[CH:12][CH:11]=[C:10]([O:16][C:17]1[CH:22]=[CH:21][CH:20]=[CH:19][CH:18]=1)[CH:9]=2)=[O:4].[C:25]([O:29][C:30]([C:32]1([CH2:37][NH2:38])[CH2:36][CH2:35][CH2:34][CH2:33]1)=[O:31])([CH3:28])([CH3:27])[CH3:26], predict the reaction product. The product is: [C:25]([O:29][C:30]([C:32]1([CH2:37][NH:38][C:3]([C:5]2[N:6]=[C:7]([C:23]#[N:24])[C:8]3[C:13]([C:14]=2[OH:15])=[CH:12][CH:11]=[C:10]([O:16][C:17]2[CH:18]=[CH:19][CH:20]=[CH:21][CH:22]=2)[CH:9]=3)=[O:4])[CH2:33][CH2:34][CH2:35][CH2:36]1)=[O:31])([CH3:28])([CH3:27])[CH3:26]. (3) Given the reactants [C:1]([O:5][C:6]([NH:8][C:9]1([C:13]([OH:15])=[O:14])[CH2:12][CH2:11][CH2:10]1)=[O:7])([CH3:4])([CH3:3])[CH3:2].[C:16](=O)([O-])[O-].[K+].[K+].IC, predict the reaction product. The product is: [C:1]([O:5][C:6]([NH:8][C:9]1([C:13]([O:15][CH3:16])=[O:14])[CH2:12][CH2:11][CH2:10]1)=[O:7])([CH3:4])([CH3:2])[CH3:3].